Dataset: hERG Central: cardiac toxicity at 1µM, 10µM, and general inhibition. Task: Predict hERG channel inhibition at various concentrations. (1) Results: hERG_inhib (hERG inhibition (general)): blocker. The drug is O=C(CCc1nnc2n(Cc3ccc(Cl)cc3)c(=O)c3ccccc3n12)NCCCN1CCOCC1. (2) The drug is COc1ccc(CN2CCC(n3nccc3NC(=O)C3CCCC3)CC2)cc1. Results: hERG_inhib (hERG inhibition (general)): blocker. (3) The molecule is Cc1noc(/C=C/c2cccs2)c1S(=O)(=O)N1CCC(C(=O)NCCCN2CCC(C)CC2)CC1. Results: hERG_inhib (hERG inhibition (general)): blocker. (4) The drug is COc1ccc(C(=O)C2CCN(C(=O)c3ccc(C)cc3)CC2)cc1. Results: hERG_inhib (hERG inhibition (general)): blocker.